Dataset: Forward reaction prediction with 1.9M reactions from USPTO patents (1976-2016). Task: Predict the product of the given reaction. The product is: [C:1]([O:5][C:6]([NH:8][C@H:9]1[CH2:10][CH2:11][C:12]([C:18]([OH:21])([CH3:20])[CH3:19])([C:14]([O:16][CH3:17])=[O:15])[CH2:13]1)=[O:7])([CH3:4])([CH3:2])[CH3:3]. Given the reactants [C:1]([O:5][C:6]([NH:8][C@H:9]1[CH2:13][C:12]([C:18]([OH:21])([CH3:20])[CH3:19])([C:14]([O:16][CH3:17])=[O:15])[CH:11]=[CH:10]1)=[O:7])([CH3:4])([CH3:3])[CH3:2], predict the reaction product.